Task: Predict the product of the given reaction.. Dataset: Forward reaction prediction with 1.9M reactions from USPTO patents (1976-2016) (1) Given the reactants [CH3:1][O:2][C:3](=[O:21])/[C:4](/[CH2:13][C:14]1[CH:19]=[CH:18][C:17]([OH:20])=[CH:16][CH:15]=1)=[C:5](/[CH:10]([CH3:12])[CH3:11])\[C:6]([O:8][CH3:9])=[O:7].[C:22]([O:26][C:27]([NH:29][CH2:30][CH2:31]O)=[O:28])([CH3:25])([CH3:24])[CH3:23].C(P(CCCC)CCCC)CCC.N(C(N1CCCCC1)=O)=NC(N1CCCCC1)=O, predict the reaction product. The product is: [C:22]([O:26][C:27]([NH:29][CH2:30][CH2:31][O:20][C:17]1[CH:16]=[CH:15][C:14]([CH2:13]/[C:4](=[C:5](\[CH:10]([CH3:11])[CH3:12])/[C:6]([O:8][CH3:9])=[O:7])/[C:3]([O:2][CH3:1])=[O:21])=[CH:19][CH:18]=1)=[O:28])([CH3:25])([CH3:24])[CH3:23]. (2) Given the reactants [Cl:1][C:2]1[CH:3]=[C:4]([CH:42]=[CH:43][CH:44]=1)[CH2:5][N:6]1[C:14]2[C:9](=[CH:10]C(OCCOS(C3C=CC(C)=CC=3)(=O)=O)=C[CH:13]=2)[C:8]([S:29]([C:32]2[C:41]3[C:36](=[CH:37][CH:38]=[CH:39][CH:40]=3)[CH:35]=[CH:34][CH:33]=2)(=[O:31])=[O:30])=[N:7]1.[CH2:45]([NH:47][CH2:48][CH3:49])[CH3:46].[CH2:50]1[CH2:54][O:53][CH2:52][CH2:51]1, predict the reaction product. The product is: [Cl:1][C:2]1[CH:3]=[C:4]([CH:42]=[CH:43][CH:44]=1)[CH2:5][N:6]1[C:14]2[C:9](=[CH:10][C:52]([O:53][CH2:54][CH2:50][N:47]([CH2:48][CH3:49])[CH2:45][CH3:46])=[CH:51][CH:13]=2)[C:8]([S:29]([C:32]2[C:41]3[C:36](=[CH:37][CH:38]=[CH:39][CH:40]=3)[CH:35]=[CH:34][CH:33]=2)(=[O:31])=[O:30])=[N:7]1. (3) Given the reactants [CH2:1]([O:3][C:4](=[O:25])[C:5]([O:22][CH2:23][CH3:24])=[C:6]([C:8]1[CH:13]=[CH:12][C:11]([O:14]CC2C=CC=CC=2)=[CH:10][CH:9]=1)[CH3:7])[CH3:2], predict the reaction product. The product is: [CH2:1]([O:3][C:4](=[O:25])[CH:5]([O:22][CH2:23][CH3:24])[CH:6]([C:8]1[CH:9]=[CH:10][C:11]([OH:14])=[CH:12][CH:13]=1)[CH3:7])[CH3:2].